Predict which catalyst facilitates the given reaction. From a dataset of Catalyst prediction with 721,799 reactions and 888 catalyst types from USPTO. (1) Reactant: ClC(OCC(C)C)=O.[O:9]=[C:10]([N:18]1[CH2:22][CH2:21][CH2:20][C@H:19]1[C:23]([OH:25])=O)[C:11](=[O:17])[C:12]([CH3:16])([CH3:15])[CH2:13][CH3:14].[NH3:26].C(O)C. Product: [O:9]=[C:10]([N:18]1[CH2:22][CH2:21][CH2:20][C@H:19]1[C:23]([NH2:26])=[O:25])[C:11](=[O:17])[C:12]([CH3:16])([CH3:15])[CH2:13][CH3:14]. The catalyst class is: 34. (2) Reactant: [C:1]([O:4][CH2:5][C@@H:6]([NH:32][C:33]([O:35][CH2:36][C:37]1[CH:42]=[CH:41][CH:40]=[CH:39][CH:38]=1)=[O:34])[C:7]([N:9]1[CH2:13][CH2:12][CH2:11][C@H:10]1[C:14]([N:16]1[CH2:20][CH2:19][CH2:18][C@H:17]1[C:21]([NH:23][C@@H:24]([C@H:29]([OH:31])C)[C:25]([O:27][CH3:28])=[O:26])=[O:22])=[O:15])=[O:8])(=[O:3])[CH3:2].[CH3:43]N1CCOCC1. Product: [C:1]([O:4][C@@H:5]([CH3:43])[C@@H:6]([NH:32][C:33]([O:35][CH2:36][C:37]1[CH:38]=[CH:39][CH:40]=[CH:41][CH:42]=1)=[O:34])[C:7]([N:9]1[CH2:13][CH2:12][CH2:11][C@H:10]1[C:14]([N:16]1[CH2:20][CH2:19][CH2:18][C@H:17]1[C:21]([NH:23][C@@H:24]([CH2:29][OH:31])[C:25]([O:27][CH3:28])=[O:26])=[O:22])=[O:15])=[O:8])(=[O:3])[CH3:2]. The catalyst class is: 59. (3) Reactant: [N+:1]([C:4]1[CH:5]=[N:6][CH:7]=[CH:8][C:9]=1[NH:10][CH2:11][C@@H:12]1[CH2:16][CH2:15][N:14]([C:17]([O:19][C:20]([CH3:23])([CH3:22])[CH3:21])=[O:18])[CH2:13]1)([O-])=O. Product: [NH2:1][C:4]1[CH:5]=[N:6][CH:7]=[CH:8][C:9]=1[NH:10][CH2:11][C@@H:12]1[CH2:16][CH2:15][N:14]([C:17]([O:19][C:20]([CH3:23])([CH3:22])[CH3:21])=[O:18])[CH2:13]1. The catalyst class is: 29. (4) Reactant: Br[C:2]1[N:3]=[C:4]2[C:10]([C:11]([NH:13][C:14]([CH3:17])([CH3:16])[CH3:15])=[O:12])=[CH:9][N:8]([CH2:18][O:19][CH2:20][CH2:21][Si:22]([CH3:25])([CH3:24])[CH3:23])[C:5]2=[N:6][CH:7]=1.[CH3:26][C:27]1[CH:31]=[C:30]([NH2:32])[O:29][N:28]=1.CC1(C)C2C(=C(P(C3C=CC=CC=3)C3C=CC=CC=3)C=CC=2)OC2C(P(C3C=CC=CC=3)C3C=CC=CC=3)=CC=CC1=2.C(=O)([O-])[O-].[Cs+].[Cs+]. Product: [C:14]([NH:13][C:11]([C:10]1[C:4]2[C:5](=[N:6][CH:7]=[C:2]([NH:32][C:30]3[O:29][N:28]=[C:27]([CH3:26])[CH:31]=3)[N:3]=2)[N:8]([CH2:18][O:19][CH2:20][CH2:21][Si:22]([CH3:25])([CH3:24])[CH3:23])[CH:9]=1)=[O:12])([CH3:17])([CH3:16])[CH3:15]. The catalyst class is: 62. (5) Product: [C:1]([O:5][C:6]([C@@H:8]([CH2:13][C:14]1[CH:24]=[CH:23][C:17]2[O:18][C:19]([CH3:22])([CH3:21])[O:20][C:16]=2[CH:15]=1)[C:9]([OH:11])=[O:10])=[O:7])([CH3:4])([CH3:2])[CH3:3]. The catalyst class is: 1. Reactant: [C:1]([O:5][C:6]([C@@H:8]([CH2:13][C:14]1[CH:24]=[CH:23][C:17]2[O:18][C:19]([CH3:22])([CH3:21])[O:20][C:16]=2[CH:15]=1)[C:9]([O:11]C)=[O:10])=[O:7])([CH3:4])([CH3:3])[CH3:2].[OH-].[Li+].O. (6) Product: [CH3:25][O:24][C:7]1[CH:6]=[CH:5][C:4]2[N:3]=[C:2]([NH:32][C:29]3[CH:30]=[CH:31][N:26]=[CH:27][CH:28]=3)[C:11]3=[N:12][NH:13][CH:14]=[C:10]3[C:9]=2[CH:8]=1. The catalyst class is: 71. Reactant: Cl[C:2]1[C:11]2=[N:12][N:13](CC3C=CC(OC)=CC=3)[CH:14]=[C:10]2[C:9]2[CH:8]=[C:7]([O:24][CH3:25])[CH:6]=[CH:5][C:4]=2[N:3]=1.[N:26]1[CH:31]=[CH:30][C:29]([NH2:32])=[CH:28][CH:27]=1.Cl. (7) Reactant: [F:1][C:2]([F:14])([F:13])[C:3](=[O:12])[C:4]#[C:5][C:6]1[CH:11]=[CH:10][CH:9]=[CH:8][CH:7]=1.[Cl:15][C:16]1[CH:17]=[C:18]([CH:20]=[CH:21][CH:22]=1)[NH2:19]. Product: [Cl:15][C:16]1[CH:17]=[C:18]([NH:19][C:5]([C:6]2[CH:7]=[CH:8][CH:9]=[CH:10][CH:11]=2)=[CH:4][C:3](=[O:12])[C:2]([F:13])([F:14])[F:1])[CH:20]=[CH:21][CH:22]=1. The catalyst class is: 5.